Predict the reaction yield, written as a fraction of the theoretical maximum amount of product (1.0 means a 100% yield; for example, 0.34 means a 34% yield). From a dataset of Reaction yield outcomes from USPTO patents with 853,638 reactions. (1) The reactants are [C:1]([N:3]=[C:4](OC1C=CC=CC=1)[NH:5][C:6]1[CH:7]=[CH:8][C:9]2[CH2:15][CH2:14][CH:13]([N:16]3[CH2:20][CH2:19][CH2:18][CH2:17]3)[CH2:12][CH2:11][C:10]=2[CH:21]=1)#[N:2].[NH:29]([C:31]1[N:36]=[N:35][C:34]2[C:37]3[CH:45]=[CH:44][CH:43]=[CH:42][C:38]=3[CH2:39][CH2:40][CH2:41][C:33]=2[CH:32]=1)[NH2:30]. The catalyst is CC(O)C. The product is [N:35]1[C:34]2[C:37]3[CH:45]=[CH:44][CH:43]=[CH:42][C:38]=3[CH2:39][CH2:40][CH2:41][C:33]=2[CH:32]=[C:31]([N:29]2[C:1]([NH2:2])=[N:3][C:4]([NH:5][C:6]3[CH:7]=[CH:8][C:9]4[CH2:15][CH2:14][C@@H:13]([N:16]5[CH2:17][CH2:18][CH2:19][CH2:20]5)[CH2:12][CH2:11][C:10]=4[CH:21]=3)=[N:30]2)[N:36]=1. The yield is 0.500. (2) The reactants are [ClH:1].Cl.[C:3]([C:6]1[CH:7]=[CH:8][C:9]([F:34])=[C:10](/[CH:12]=[CH:13]/[CH2:14][N:15]([C:21]2[CH:26]=[CH:25][C:24]([O:27][CH:28]3[CH2:33][CH2:32][NH:31][CH2:30][CH2:29]3)=[CH:23][CH:22]=2)[S:16]([CH2:19][CH3:20])(=[O:18])=[O:17])[CH:11]=1)(=[NH:5])[NH2:4].Cl.[C:36](=[NH:41])(OCC)[CH3:37].C(N(CC)CC)C.Cl. The catalyst is C(O)C.O1CCOCC1.CO. The product is [ClH:1].[ClH:1].[C:36]([N:31]1[CH2:30][CH2:29][CH:28]([O:27][C:24]2[CH:25]=[CH:26][C:21]([N:15]([CH2:14]/[CH:13]=[CH:12]/[C:10]3[CH:11]=[C:6]([C:3](=[NH:4])[NH2:5])[CH:7]=[CH:8][C:9]=3[F:34])[S:16]([CH2:19][CH3:20])(=[O:18])=[O:17])=[CH:22][CH:23]=2)[CH2:33][CH2:32]1)(=[NH:41])[CH3:37]. The yield is 0.750. (3) The reactants are [Br:1][C:2]1[CH:3]=[C:4]2[C:9]3=[C:10]([CH2:12][N:13](C(OCC4C=CC=CC=4)=O)[CH2:14][CH2:15][N:8]3[CH2:7][CH:6]3[CH2:26][CH2:27][CH2:28][CH2:29][CH2:30][CH:5]23)[CH:11]=1.FC(F)(F)S(O)(=O)=O.C1(OC)C=CC=CC=1.[OH-].[Na+].C(Cl)[Cl:50]. No catalyst specified. The product is [ClH:50].[Br:1][C:2]1[CH:3]=[C:4]2[C:9]3=[C:10]([CH2:12][NH:13][CH2:14][CH2:15][N:8]3[CH2:7][CH:6]3[CH2:26][CH2:27][CH2:28][CH2:29][CH2:30][CH:5]23)[CH:11]=1. The yield is 0.880. (4) The reactants are C([Li])CCC.Br[C:7]1[CH:21]=[CH:20][C:10]([N:11]([Si](C)(C)C)[Si](C)(C)C)=[CH:9][CH:8]=1.[CH3:22][C:23]([S:26]([N:28]=[C:29]1[CH2:32][O:31][CH2:30]1)=[O:27])([CH3:25])[CH3:24]. The catalyst is C1COCC1. The product is [NH2:11][C:10]1[CH:20]=[CH:21][C:7]([C:29]2([NH:28][S:26]([C:23]([CH3:25])([CH3:24])[CH3:22])=[O:27])[CH2:32][O:31][CH2:30]2)=[CH:8][CH:9]=1. The yield is 0.900. (5) The reactants are [C:1]12([C:11]3[CH:16]=[C:15]([C:17]4[CH:22]=[CH:21][C:20]([CH:23]5[O:27][CH2:26][CH2:25][O:24]5)=[CH:19][N:18]=4)[CH:14]=[C:13]([N+:28]([O-])=O)[C:12]=3[OH:31])[CH2:10][CH:5]3[CH2:6][CH:7]([CH2:9][CH:3]([CH2:4]3)[CH2:2]1)[CH2:8]2.C([O-])=O.[NH4+]. The catalyst is CCO.C(Cl)Cl.[Pd]. The product is [C:1]12([C:11]3[CH:16]=[C:15]([C:17]4[CH:22]=[CH:21][C:20]([CH:23]5[O:27][CH2:26][CH2:25][O:24]5)=[CH:19][N:18]=4)[CH:14]=[C:13]([NH2:28])[C:12]=3[OH:31])[CH2:2][CH:3]3[CH2:4][CH:5]([CH2:6][CH:7]([CH2:9]3)[CH2:8]1)[CH2:10]2. The yield is 1.00.